From a dataset of Full USPTO retrosynthesis dataset with 1.9M reactions from patents (1976-2016). Predict the reactants needed to synthesize the given product. (1) Given the product [CH3:11][S:12]([O:1][CH2:2][CH2:3][N:4]1[C:8](=[O:9])[CH:7]=[CH:6][C:5]1=[O:10])(=[O:14])=[O:13], predict the reactants needed to synthesize it. The reactants are: [OH:1][CH2:2][CH2:3][N:4]1[C:8](=[O:9])[CH:7]=[CH:6][C:5]1=[O:10].[CH3:11][S:12](O[S:12]([CH3:11])(=[O:14])=[O:13])(=[O:14])=[O:13]. (2) Given the product [OH:27][C:25]1[CH:26]=[C:21]([OH:20])[C:22]([CH2:28][CH2:29][CH2:30][CH2:31][C:32]([O:34][CH3:35])=[O:33])=[CH:23][C:24]=1[C:4]([C:3]1[CH:7]=[CH:8][CH:9]=[CH:10][C:2]=1[C:1]([OH:6])=[O:11])=[O:5], predict the reactants needed to synthesize it. The reactants are: [C:1]1(=[O:11])[O:6][C:4](=[O:5])[C:3]2=[CH:7][CH:8]=[CH:9][CH:10]=[C:2]12.ClCCCl.[Cl-].[Al+3].[Cl-].[Cl-].[OH:20][C:21]1[CH:26]=[C:25]([OH:27])[CH:24]=[CH:23][C:22]=1[CH2:28][CH2:29][CH2:30][CH2:31][C:32]([O:34][CH3:35])=[O:33].